This data is from Forward reaction prediction with 1.9M reactions from USPTO patents (1976-2016). The task is: Predict the product of the given reaction. (1) Given the reactants [Br:1][C:2]1[CH:3]=[N:4][CH:5]=[C:6]([Br:10])[C:7]=1[CH:8]=O.[O-:11][CH2:12][CH3:13].[Na+].C([O-])(O)=O.[Na+].[CH3:20][CH2:21][OH:22], predict the reaction product. The product is: [CH2:12]([O:11][C:21](=[O:22])[CH:20]=[CH:8][C:7]1[C:2]([Br:1])=[CH:3][N:4]=[CH:5][C:6]=1[Br:10])[CH3:13]. (2) Given the reactants [Br:1][CH2:2][C:3]1[CH:8]=[CH:7][C:6]([CH2:9][C:10]([OH:12])=[O:11])=[CH:5][CH:4]=1.[C:13]1([P:19]([C:26]2[CH:31]=[CH:30][CH:29]=[CH:28][CH:27]=2)[C:20]2[CH:25]=[CH:24][CH:23]=[CH:22][CH:21]=2)[CH:18]=[CH:17][CH:16]=[CH:15][CH:14]=1, predict the reaction product. The product is: [Br-:1].[C:10]([CH2:9][C:6]1[CH:7]=[CH:8][C:3]([CH2:2][P+:19]([C:20]2[CH:21]=[CH:22][CH:23]=[CH:24][CH:25]=2)([C:26]2[CH:31]=[CH:30][CH:29]=[CH:28][CH:27]=2)[C:13]2[CH:14]=[CH:15][CH:16]=[CH:17][CH:18]=2)=[CH:4][CH:5]=1)([OH:12])=[O:11]. (3) Given the reactants [CH3:1][N:2]1[C:6]([S:7][CH3:8])=[N:5][N:4]=[C:3]1[CH2:9][CH2:10][CH2:11][CH2:12][OH:13].C([O-])(O)=O.[Na+], predict the reaction product. The product is: [CH3:1][N:2]1[C:6]([S:7][CH3:8])=[N:5][N:4]=[C:3]1[CH2:9][CH2:10][CH2:11][CH:12]=[O:13]. (4) The product is: [F:4][C:5]([F:12])([F:11])[C:6]1[N:19]=[CH:17][NH:18][N:2]=1. Given the reactants O.[NH2:2]N.[F:4][C:5]([F:12])([F:11])[C:6](OCC)=O.C(O)(=O)C.[CH:17]([NH2:19])=[NH:18], predict the reaction product. (5) Given the reactants Br[C:2]1[CH:9]=[CH:8][C:5]([C:6]#[N:7])=[C:4]([Cl:10])[CH:3]=1.C1COCC1.C([O-])([O-])=O.[Na+].[Na+].[O:22]1[CH2:27][CH2:26][CH2:25][CH2:24][CH:23]1[N:28]1[C:32](B2OC(C)(C)C(C)(C)O2)=[CH:31][CH:30]=[N:29]1, predict the reaction product. The product is: [Cl:10][C:4]1[CH:3]=[C:2]([C:32]2[N:28]([CH:23]3[CH2:24][CH2:25][CH2:26][CH2:27][O:22]3)[N:29]=[CH:30][CH:31]=2)[CH:9]=[CH:8][C:5]=1[C:6]#[N:7]. (6) Given the reactants [CH2:1]([S:3]([C:5]1[CH:12]=[C:11]([N:13]2[CH2:18][CH2:17][O:16][CH2:15][CH2:14]2)[CH:10]=[C:9]([CH3:19])[C:6]=1[C:7]#[N:8])=[O:4])[CH3:2].[OH-:20].[Na+], predict the reaction product. The product is: [CH2:1]([S:3]([C:5]1[CH:12]=[C:11]([N:13]2[CH2:14][CH2:15][O:16][CH2:17][CH2:18]2)[CH:10]=[C:9]([CH3:19])[C:6]=1[C:7]([NH2:8])=[O:20])=[O:4])[CH3:2]. (7) The product is: [OH:1][C:2]1[CH:3]=[C:4]2[C:8](=[CH:9][CH:10]=1)[C:7](=[O:11])[N:14]([CH2:15][C:16]([O:18][CH3:19])=[O:17])[C:5]2=[O:12]. Given the reactants [OH:1][C:2]1[CH:3]=[C:4]2[C:8](=[CH:9][CH:10]=1)[C:7](=[O:11])O[C:5]2=[O:12].Cl.[NH2:14][CH2:15][C:16]([O:18][CH3:19])=[O:17], predict the reaction product.